From a dataset of Reaction yield outcomes from USPTO patents with 853,638 reactions. Predict the reaction yield, written as a fraction of the theoretical maximum amount of product (1.0 means a 100% yield; for example, 0.34 means a 34% yield). (1) The reactants are C(=O)([O-])[O-].[Ca+2].[Br:6][C:7]1[CH:12]=[CH:11][C:10]([S:13](Cl)(=[O:15])=[O:14])=[CH:9][CH:8]=1.[CH3:17][C:18]1[CH:19]=[C:20]([CH:22]=[C:23]([CH3:32])[C:24]=1[S:25]([CH2:28][N+:29]([O-:31])=[O:30])(=[O:27])=[O:26])[NH2:21].O. The catalyst is O1CCCC1. The product is [Br:6][C:7]1[CH:12]=[CH:11][C:10]([S:13]([NH:21][C:20]2[CH:19]=[C:18]([CH3:17])[C:24]([S:25]([CH2:28][N+:29]([O-:31])=[O:30])(=[O:27])=[O:26])=[C:23]([CH3:32])[CH:22]=2)(=[O:15])=[O:14])=[CH:9][CH:8]=1. The yield is 0.240. (2) The reactants are [C:1]([C:3]1[CH:4]=[C:5]([CH:8]=[CH:9][C:10]=1[F:11])[CH:6]=[O:7])#[N:2].[OH:12]P([O-])(O)=O.[K+].Cl([O-])=O.[Na+].O=O.S([O-])([O-])=O.[Na+].[Na+]. The catalyst is CC#N.O.OO. The product is [C:1]([C:3]1[CH:4]=[C:5]([CH:8]=[CH:9][C:10]=1[F:11])[C:6]([OH:12])=[O:7])#[N:2]. The yield is 0.970. (3) The reactants are [NH2:1][C:2]1[CH:17]=[C:16]([O:18][CH3:19])[CH:15]=[CH:14][C:3]=1[C:4]([C:6]1[CH:7]=[C:8]([CH:11]=[CH:12][CH:13]=1)[C:9]#[N:10])=O.[NH2:20][CH2:21][C:22](OCC)=[O:23].Cl. The catalyst is N1C=CC=CC=1. The product is [CH3:19][O:18][C:16]1[CH:15]=[CH:14][C:3]2[C:4]([C:6]3[CH:7]=[C:8]([CH:11]=[CH:12][CH:13]=3)[C:9]#[N:10])=[N:20][CH2:21][C:22](=[O:23])[NH:1][C:2]=2[CH:17]=1. The yield is 0.180. (4) The reactants are [C:1]([C:4]1[CH:5]=[C:6]2[C:11](=[CH:12][C:13]=1[C:14]([F:17])([F:16])[F:15])[NH:10][C:9](=[O:18])[N:8]([NH:19][S:20]([CH3:23])(=[O:22])=[O:21])[C:7]2=[O:24])(=[O:3])[CH3:2].CO.[BH4-].[Na+]. The catalyst is C1COCC1. The product is [OH:3][CH:1]([C:4]1[CH:5]=[C:6]2[C:11](=[CH:12][C:13]=1[C:14]([F:16])([F:15])[F:17])[NH:10][C:9](=[O:18])[N:8]([NH:19][S:20]([CH3:23])(=[O:21])=[O:22])[C:7]2=[O:24])[CH3:2]. The yield is 0.730. (5) The reactants are [F:1][C:2]1[CH:7]=[CH:6][CH:5]=[C:4]([F:8])[C:3]=1[NH:9][C:10](=[O:33])[NH:11][C:12]1[CH:17]=[CH:16][C:15]([C:18]2[CH:22]=[C:21]([C:23]([NH:25][CH:26]([CH3:31])[C:27]([O:29]C)=[O:28])=[O:24])[O:20][N:19]=2)=[CH:14][C:13]=1[CH3:32].[Li+].[OH-].Cl. The catalyst is C1COCC1.O. The product is [F:8][C:4]1[CH:5]=[CH:6][CH:7]=[C:2]([F:1])[C:3]=1[NH:9][C:10](=[O:33])[NH:11][C:12]1[CH:17]=[CH:16][C:15]([C:18]2[CH:22]=[C:21]([C:23]([NH:25][CH:26]([CH3:31])[C:27]([OH:29])=[O:28])=[O:24])[O:20][N:19]=2)=[CH:14][C:13]=1[CH3:32]. The yield is 0.430. (6) The reactants are [CH3:1][N:2]1[CH:6]=[C:5]([C:7]2[C:15]3[C:10](=[N:11][CH:12]=[C:13]([OH:16])[CH:14]=3)[N:9]([CH2:17][O:18][CH2:19][CH2:20][Si:21]([CH3:24])([CH3:23])[CH3:22])[CH:8]=2)[CH:4]=[N:3]1.Br[CH2:26][CH:27]1[CH2:29][CH2:28]1.C([O-])([O-])=O.[K+].[K+]. The catalyst is [N+](CCCC)(CCCC)(CCCC)CCCC.[I-].CC(C)=O. The product is [CH:27]1([CH2:26][O:16][C:13]2[CH:14]=[C:15]3[C:7]([C:5]4[CH:4]=[N:3][N:2]([CH3:1])[CH:6]=4)=[CH:8][N:9]([CH2:17][O:18][CH2:19][CH2:20][Si:21]([CH3:24])([CH3:23])[CH3:22])[C:10]3=[N:11][CH:12]=2)[CH2:29][CH2:28]1. The yield is 0.590.